Predict the product of the given reaction. From a dataset of Forward reaction prediction with 1.9M reactions from USPTO patents (1976-2016). (1) The product is: [N:25]1([C:22]2[CH:23]=[CH:24][C:18]3[O:17][CH:16]([CH:13]4[CH2:12][CH2:11][N:10]([C:7]5[N:6]=[CH:5][C:4]([CH2:1][CH2:2][CH3:3])=[CH:9][N:8]=5)[CH2:15][CH2:14]4)[CH2:20][C:19]=3[CH:21]=2)[CH2:30][CH2:29][NH:28][CH2:27][CH2:26]1. Given the reactants [CH2:1]([C:4]1[CH:5]=[N:6][C:7]([N:10]2[CH2:15][CH2:14][CH:13]([CH:16]3[CH2:20][C:19]4[CH:21]=[C:22]([N:25]5[CH2:30][CH2:29][N:28](C(OC(C)(C)C)=O)[CH2:27][CH2:26]5)[CH:23]=[CH:24][C:18]=4[O:17]3)[CH2:12][CH2:11]2)=[N:8][CH:9]=1)[CH2:2][CH3:3].C(O)(C(F)(F)F)=O.FC1C2OC(C3(O)CCN(C4N=CC(CCC)=CN=4)CC3)CC=2C=C(C2CCNCC=2)C=1, predict the reaction product. (2) Given the reactants [F:1][C:2]([F:34])([F:33])[C:3]1[CH:4]=[C:5]([C@H:13]([O:15][C@H:16]2[O:24][CH2:23][C@@H:19]3[CH2:20][NH:21][CH2:22][C@H:18]3[C@@H:17]2[C:25]2[CH:30]=[CH:29][C:28]([F:31])=[CH:27][C:26]=2[CH3:32])[CH3:14])[CH:6]=[C:7]([C:9]([F:12])([F:11])[F:10])[CH:8]=1.[CH3:35][C:36]([CH3:38])=O.[BH-](OC(C)=O)(OC(C)=O)OC(C)=O.[Na+], predict the reaction product. The product is: [F:34][C:2]([F:1])([F:33])[C:3]1[CH:4]=[C:5]([C@H:13]([O:15][C@H:16]2[O:24][CH2:23][C@@H:19]3[CH2:20][N:21]([CH:36]([CH3:38])[CH3:35])[CH2:22][C@H:18]3[C@@H:17]2[C:25]2[CH:30]=[CH:29][C:28]([F:31])=[CH:27][C:26]=2[CH3:32])[CH3:14])[CH:6]=[C:7]([C:9]([F:12])([F:10])[F:11])[CH:8]=1. (3) Given the reactants [CH:1]([C:3]1[CH:12]=[CH:11][C:6]([C:7]([O:9][CH3:10])=[O:8])=[C:5]([C:13]([F:16])([F:15])[F:14])[CH:4]=1)=O.[C:17]1([C:23](=O)[CH2:24][C:25]2[CH:30]=[CH:29][CH:28]=[CH:27][CH:26]=2)[CH:22]=[CH:21][CH:20]=[CH:19][CH:18]=1.[NH2:32][C:33]([NH2:35])=[O:34].Cl, predict the reaction product. The product is: [O:34]=[C:33]1[NH:35][CH:1]([C:3]2[CH:12]=[CH:11][C:6]([C:7]([O:9][CH3:10])=[O:8])=[C:5]([C:13]([F:16])([F:15])[F:14])[CH:4]=2)[C:24]([C:25]2[CH:30]=[CH:29][CH:28]=[CH:27][CH:26]=2)=[C:23]([C:17]2[CH:22]=[CH:21][CH:20]=[CH:19][CH:18]=2)[NH:32]1. (4) Given the reactants CC1(C)[C:4]2[CH:5]=[CH:6][CH:7]=[C:8](P([C:3]3[CH:8]=[CH:7][CH:6]=[CH:5][CH:4]=3)[C:3]3[CH:8]=[CH:7][CH:6]=[CH:5][CH:4]=3)[C:3]=2O[C:8]2[C:3]1=[CH:4][CH:5]=[CH:6][C:7]=2P([C:3]1[CH:8]=[CH:7][CH:6]=[CH:5][CH:4]=1)[C:3]1[CH:8]=[CH:7][CH:6]=[CH:5][CH:4]=1.C(=O)([O-])[O-].[Cs+].[Cs+].[Br:49][C:50]1[C:56]([CH3:57])=[CH:55][CH:54]=[CH:53][C:51]=1[NH2:52].IC1C=CC=CC=1, predict the reaction product. The product is: [Br:49][C:50]1[C:56]([CH3:57])=[CH:55][CH:54]=[CH:53][C:51]=1[NH:52][C:3]1[CH:8]=[CH:7][CH:6]=[CH:5][CH:4]=1. (5) Given the reactants [CH2:1]([NH:8][C:9]1[N:14]2[N:15]=[CH:16][C:17]([C:18]([OH:20])=O)=[C:13]2[N:12]=[CH:11][C:10]=1[C:21]([N:23]1[CH2:28][CH2:27][C:26]2([C:36]3[C:31](=[CH:32][CH:33]=[CH:34][CH:35]=3)[CH:30]=[CH:29]2)[CH:25]([CH3:37])[CH2:24]1)=[O:22])[C:2]1[CH:7]=[CH:6][CH:5]=[CH:4][CH:3]=1.[CH3:38][S:39]([NH2:42])(=[O:41])=[O:40], predict the reaction product. The product is: [CH2:1]([NH:8][C:9]1[N:14]2[N:15]=[CH:16][C:17]([C:18]([NH:42][S:39]([CH3:38])(=[O:41])=[O:40])=[O:20])=[C:13]2[N:12]=[CH:11][C:10]=1[C:21]([N:23]1[CH2:28][CH2:27][C:26]2([C:36]3[C:31](=[CH:32][CH:33]=[CH:34][CH:35]=3)[CH:30]=[CH:29]2)[CH:25]([CH3:37])[CH2:24]1)=[O:22])[C:2]1[CH:3]=[CH:4][CH:5]=[CH:6][CH:7]=1. (6) Given the reactants [F:1][C:2]([F:22])([F:21])[O:3][C:4]1[CH:9]=[CH:8][C:7]([N:10]2[CH2:14][CH2:13][C:12]3([CH2:19][CH2:18][NH:17][CH2:16][CH2:15]3)[C:11]2=[O:20])=[CH:6][CH:5]=1.Br[C:24]1[C:25](=[O:31])[N:26]([CH3:30])[CH:27]=[CH:28][CH:29]=1, predict the reaction product. The product is: [CH3:30][N:26]1[CH:27]=[CH:28][CH:29]=[C:24]([N:17]2[CH2:16][CH2:15][C:12]3([C:11](=[O:20])[N:10]([C:7]4[CH:8]=[CH:9][C:4]([O:3][C:2]([F:1])([F:21])[F:22])=[CH:5][CH:6]=4)[CH2:14][CH2:13]3)[CH2:19][CH2:18]2)[C:25]1=[O:31]. (7) Given the reactants [C:1]([C:3]1[CH:4]=[C:5]([CH:31]=[CH:32][CH:33]=1)[C:6]([NH:8][C:9]1[C:10]([C:27]([F:30])([F:29])[F:28])=[C:11]2[C:17]([C@@H:18]3[CH2:23][CH2:22][NH:21][C:20]([CH3:25])([CH3:24])[CH2:19]3)=[CH:16][N:15]([CH3:26])[C:12]2=[N:13][CH:14]=1)=[O:7])#[N:2].[CH:34]1([C:39](Cl)=[O:40])[CH2:38][CH2:37][CH2:36][CH2:35]1, predict the reaction product. The product is: [C:1]([C:3]1[CH:4]=[C:5]([CH:31]=[CH:32][CH:33]=1)[C:6]([NH:8][C:9]1[C:10]([C:27]([F:28])([F:30])[F:29])=[C:11]2[C:17]([C@@H:18]3[CH2:23][CH2:22][N:21]([C:39]([CH:34]4[CH2:38][CH2:37][CH2:36][CH2:35]4)=[O:40])[C:20]([CH3:25])([CH3:24])[CH2:19]3)=[CH:16][N:15]([CH3:26])[C:12]2=[N:13][CH:14]=1)=[O:7])#[N:2]. (8) Given the reactants [CH2:1]([O:8][C:9]1[C:14](=[O:15])[N:13]2[CH2:16][CH2:17][N:18]([CH:19]([CH3:21])[CH3:20])[C:12]2=[N:11][C:10]=1[C:22]([OH:24])=O)[C:2]1[CH:7]=[CH:6][CH:5]=[CH:4][CH:3]=1.Cl.[F:26][C:27]1[CH:32]=[CH:31][C:30]([CH2:33][NH2:34])=[C:29]([N:35]2[CH:39]=[N:38][CH:37]=[N:36]2)[CH:28]=1, predict the reaction product. The product is: [F:26][C:27]1[CH:32]=[CH:31][C:30]([CH2:33][NH:34][C:22]([C:10]2[N:11]=[C:12]3[N:18]([CH:19]([CH3:20])[CH3:21])[CH2:17][CH2:16][N:13]3[C:14](=[O:15])[C:9]=2[O:8][CH2:1][C:2]2[CH:3]=[CH:4][CH:5]=[CH:6][CH:7]=2)=[O:24])=[C:29]([N:35]2[CH:39]=[N:38][CH:37]=[N:36]2)[CH:28]=1. (9) Given the reactants P(Cl)(Cl)([Cl:3])=O.O=[C:7]1[NH:11][C:10]2[CH:12]=[CH:13][CH:14]=[C:15]([C:16]([O:18][CH3:19])=[O:17])[C:9]=2[NH:8]1.O.C(=O)(O)[O-].[Na+], predict the reaction product. The product is: [Cl:3][C:7]1[NH:11][C:10]2[CH:12]=[CH:13][CH:14]=[C:15]([C:16]([O:18][CH3:19])=[O:17])[C:9]=2[N:8]=1. (10) Given the reactants [OH:1][C:2]1[CH:11]=[CH:10][C:5]([C:6]([O:8][CH3:9])=O)=[CH:4][CH:3]=1.[NH2:12][C@H:13](CO)[CH:14]([CH3:16])[CH3:15], predict the reaction product. The product is: [CH:14]([C@H:13]1[CH2:9][O:8][C:6]([C:5]2[CH:10]=[CH:11][C:2]([OH:1])=[CH:3][CH:4]=2)=[N:12]1)([CH3:16])[CH3:15].